From a dataset of Peptide-MHC class I binding affinity with 185,985 pairs from IEDB/IMGT. Regression. Given a peptide amino acid sequence and an MHC pseudo amino acid sequence, predict their binding affinity value. This is MHC class I binding data. The peptide sequence is RKMPHLFSK. The MHC is HLA-A03:01 with pseudo-sequence HLA-A03:01. The binding affinity (normalized) is 0.0847.